From a dataset of NCI-60 drug combinations with 297,098 pairs across 59 cell lines. Regression. Given two drug SMILES strings and cell line genomic features, predict the synergy score measuring deviation from expected non-interaction effect. (1) Drug 1: CC1C(C(CC(O1)OC2CC(CC3=C2C(=C4C(=C3O)C(=O)C5=C(C4=O)C(=CC=C5)OC)O)(C(=O)CO)O)N)O.Cl. Drug 2: COC1=C2C(=CC3=C1OC=C3)C=CC(=O)O2. Cell line: SF-268. Synergy scores: CSS=-0.550, Synergy_ZIP=0.171, Synergy_Bliss=1.11, Synergy_Loewe=-0.695, Synergy_HSA=-0.581. (2) Drug 1: CC1=CC=C(C=C1)C2=CC(=NN2C3=CC=C(C=C3)S(=O)(=O)N)C(F)(F)F. Drug 2: CC1=C(N=C(N=C1N)C(CC(=O)N)NCC(C(=O)N)N)C(=O)NC(C(C2=CN=CN2)OC3C(C(C(C(O3)CO)O)O)OC4C(C(C(C(O4)CO)O)OC(=O)N)O)C(=O)NC(C)C(C(C)C(=O)NC(C(C)O)C(=O)NCCC5=NC(=CS5)C6=NC(=CS6)C(=O)NCCC[S+](C)C)O. Cell line: LOX IMVI. Synergy scores: CSS=31.8, Synergy_ZIP=0.243, Synergy_Bliss=0.407, Synergy_Loewe=-20.0, Synergy_HSA=-0.0879. (3) Cell line: NCI/ADR-RES. Drug 1: C1=CN(C(=O)N=C1N)C2C(C(C(O2)CO)O)O.Cl. Drug 2: C#CCC(CC1=CN=C2C(=N1)C(=NC(=N2)N)N)C3=CC=C(C=C3)C(=O)NC(CCC(=O)O)C(=O)O. Synergy scores: CSS=53.9, Synergy_ZIP=-8.84, Synergy_Bliss=-9.73, Synergy_Loewe=-1.55, Synergy_HSA=-1.01. (4) Drug 1: C1CCN(CC1)CCOC2=CC=C(C=C2)C(=O)C3=C(SC4=C3C=CC(=C4)O)C5=CC=C(C=C5)O. Drug 2: CS(=O)(=O)OCCCCOS(=O)(=O)C. Cell line: SF-539. Synergy scores: CSS=6.88, Synergy_ZIP=-2.18, Synergy_Bliss=0.471, Synergy_Loewe=1.47, Synergy_HSA=1.37. (5) Drug 1: C1=CC(=C2C(=C1NCCNCCO)C(=O)C3=C(C=CC(=C3C2=O)O)O)NCCNCCO. Drug 2: CC12CCC3C(C1CCC2O)C(CC4=C3C=CC(=C4)O)CCCCCCCCCS(=O)CCCC(C(F)(F)F)(F)F. Cell line: M14. Synergy scores: CSS=9.69, Synergy_ZIP=-0.0379, Synergy_Bliss=-0.239, Synergy_Loewe=-33.0, Synergy_HSA=-1.85. (6) Drug 1: CC1C(C(CC(O1)OC2CC(OC(C2O)C)OC3=CC4=CC5=C(C(=O)C(C(C5)C(C(=O)C(C(C)O)O)OC)OC6CC(C(C(O6)C)O)OC7CC(C(C(O7)C)O)OC8CC(C(C(O8)C)O)(C)O)C(=C4C(=C3C)O)O)O)O. Drug 2: CC(C)CN1C=NC2=C1C3=CC=CC=C3N=C2N. Cell line: EKVX. Synergy scores: CSS=34.5, Synergy_ZIP=0.919, Synergy_Bliss=1.31, Synergy_Loewe=1.09, Synergy_HSA=0.878. (7) Drug 1: C1=CC(=CC=C1C#N)C(C2=CC=C(C=C2)C#N)N3C=NC=N3. Drug 2: CC(C)(C#N)C1=CC(=CC(=C1)CN2C=NC=N2)C(C)(C)C#N. Cell line: CCRF-CEM. Synergy scores: CSS=-0.413, Synergy_ZIP=0.766, Synergy_Bliss=3.24, Synergy_Loewe=-7.20, Synergy_HSA=-4.60. (8) Drug 1: CC1=CC2C(CCC3(C2CCC3(C(=O)C)OC(=O)C)C)C4(C1=CC(=O)CC4)C. Drug 2: C1=CC(=CC=C1CC(C(=O)O)N)N(CCCl)CCCl.Cl. Cell line: IGROV1. Synergy scores: CSS=20.6, Synergy_ZIP=1.13, Synergy_Bliss=7.30, Synergy_Loewe=-9.45, Synergy_HSA=5.99. (9) Drug 1: CS(=O)(=O)OCCCCOS(=O)(=O)C. Drug 2: COCCOC1=C(C=C2C(=C1)C(=NC=N2)NC3=CC=CC(=C3)C#C)OCCOC.Cl. Synergy scores: CSS=35.9, Synergy_ZIP=-0.893, Synergy_Bliss=2.34, Synergy_Loewe=-0.878, Synergy_HSA=6.29. Cell line: TK-10.